Task: Predict the reactants needed to synthesize the given product.. Dataset: Full USPTO retrosynthesis dataset with 1.9M reactions from patents (1976-2016) (1) Given the product [CH2:55]([O:33][C:27]1[CH:28]=[CH:29][C:30]([Cl:32])=[CH:31][C:26]=1[C:22]1[CH:23]=[CH:24][CH:25]=[C:20]([C:18]2[CH:19]=[C:15]3[N:14]=[C:13]([CH3:34])[C:12]([C@H:35]([O:40][C:41]([CH3:44])([CH3:43])[CH3:42])[C:36]([O:38][CH3:39])=[O:37])=[C:11]([N:8]4[CH2:7][CH2:6][C:5](/[CH:1]=[CH:2]/[CH:3]=[CH2:4])([CH3:45])[CH2:10][CH2:9]4)[N:16]3[N:17]=2)[CH:21]=1)[CH:54]=[CH2:53], predict the reactants needed to synthesize it. The reactants are: [CH:1](/[C:5]1([CH3:45])[CH2:10][CH2:9][N:8]([C:11]2[N:16]3[N:17]=[C:18]([C:20]4[CH:21]=[C:22]([C:26]5[CH:31]=[C:30]([Cl:32])[CH:29]=[CH:28][C:27]=5[OH:33])[CH:23]=[CH:24][CH:25]=4)[CH:19]=[C:15]3[N:14]=[C:13]([CH3:34])[C:12]=2[C@H:35]([O:40][C:41]([CH3:44])([CH3:43])[CH3:42])[C:36]([O:38][CH3:39])=[O:37])[CH2:7][CH2:6]1)=[CH:2]\[CH:3]=[CH2:4].C([O-])([O-])=O.[K+].[K+].Br[CH2:53][CH:54]=[CH2:55]. (2) Given the product [C:7]([C:1]1[CH:6]=[CH:5][CH:4]=[CH:3][CH:2]=1)(=[O:11])[C:8]([CH3:10])=[CH2:9], predict the reactants needed to synthesize it. The reactants are: [CH:1]1[CH:6]=[CH:5][CH:4]=[CH:3][CH:2]=1.[C:7](Cl)(=[O:11])[C:8]([CH3:10])=[CH2:9].[Cl-].[Al+3].[Cl-].[Cl-]. (3) Given the product [N:39]1([CH:45]2[CH2:50][CH2:49][N:48]([CH2:2][CH2:3][CH2:4][S:5]([N:8]3[CH2:13][CH2:12][CH:11]([C:14]4[C:22]5[C:17](=[C:18]([C:30]([NH2:32])=[O:31])[CH:19]=[C:20]([C:23]6[CH:28]=[CH:27][CH:26]=[C:25]([F:29])[CH:24]=6)[CH:21]=5)[NH:16][N:15]=4)[CH2:10][CH2:9]3)(=[O:7])=[O:6])[CH2:47][CH2:46]2)[CH2:44][CH2:43][CH2:42][CH2:41][CH2:40]1, predict the reactants needed to synthesize it. The reactants are: Cl[CH2:2][CH2:3][CH2:4][S:5]([N:8]1[CH2:13][CH2:12][CH:11]([C:14]2[C:22]3[C:17](=[C:18]([C:30]([NH2:32])=[O:31])[CH:19]=[C:20]([C:23]4[CH:28]=[CH:27][CH:26]=[C:25]([F:29])[CH:24]=4)[CH:21]=3)[NH:16][N:15]=2)[CH2:10][CH2:9]1)(=[O:7])=[O:6].C([O-])([O-])=O.[K+].[K+].[N:39]1([CH:45]2[CH2:50][CH2:49][NH:48][CH2:47][CH2:46]2)[CH2:44][CH2:43][CH2:42][CH2:41][CH2:40]1.